From a dataset of Full USPTO retrosynthesis dataset with 1.9M reactions from patents (1976-2016). Predict the reactants needed to synthesize the given product. (1) Given the product [CH2:1]([N:3]1[CH2:8][C:7]([CH3:15])([C:9]2[CH:14]=[CH:13][CH:12]=[CH:11][CH:10]=2)[O:6][C:5](=[O:16])[CH:4]1[CH2:17][C:18]([OH:20])=[O:19])[CH3:2], predict the reactants needed to synthesize it. The reactants are: [CH2:1]([N:3]1[CH2:8][C:7]([CH3:15])([C:9]2[CH:14]=[CH:13][CH:12]=[CH:11][CH:10]=2)[O:6][C:5](=[O:16])[CH:4]1[CH2:17][C:18]([O:20]C(C)(C)C)=[O:19])[CH3:2].FC(F)(F)C(O)=O. (2) Given the product [CH:17]1([C:20]([NH:1][C:2]2[O:6][C:5]([C:7]([O:9][CH3:10])=[O:8])=[CH:4][CH:3]=2)=[O:21])[CH2:19][CH2:18]1, predict the reactants needed to synthesize it. The reactants are: [NH2:1][C:2]1[O:6][C:5]([C:7]([O:9][CH3:10])=[O:8])=[CH:4][CH:3]=1.N1C=CC=CC=1.[CH:17]1([C:20](Cl)=[O:21])[CH2:19][CH2:18]1.C(=O)([O-])O.[Na+]. (3) Given the product [Cl:17][C:14]1[CH:15]=[CH:16][C:11]([CH2:10][N:3]2[CH:4]=[CH:5][N:6]=[C:2]2[CH3:1])=[C:12]([O:18][CH3:19])[CH:13]=1, predict the reactants needed to synthesize it. The reactants are: [CH3:1][C:2]1[NH:3][CH:4]=[CH:5][N:6]=1.[H-].[Na+].Br[CH2:10][C:11]1[CH:16]=[CH:15][C:14]([Cl:17])=[CH:13][C:12]=1[O:18][CH3:19]. (4) Given the product [Br:5][C:6]1[N:11]=[CH:10][C:9]2[NH:12][C:1](=[O:2])[N:13]([C:14]([CH3:25])([CH3:24])[CH2:15][O:16][Si:17]([C:20]([CH3:23])([CH3:22])[CH3:21])([CH3:18])[CH3:19])[C:8]=2[CH:7]=1, predict the reactants needed to synthesize it. The reactants are: [C:1](Cl)(Cl)=[O:2].[Br:5][C:6]1[N:11]=[CH:10][C:9]([NH2:12])=[C:8]([NH:13][C:14]([CH3:25])([CH3:24])[CH2:15][O:16][Si:17]([C:20]([CH3:23])([CH3:22])[CH3:21])([CH3:19])[CH3:18])[CH:7]=1.C(N(CC)CC)C. (5) Given the product [C:31]([O:30][C:28]([N:23]1[CH2:24][CH:25]([C:26]#[N:27])[C:15](=[O:35])[CH:16]1[CH2:17][O:18][C:19]([CH3:20])([CH3:21])[CH3:22])=[O:29])([CH3:32])([CH3:33])[CH3:34], predict the reactants needed to synthesize it. The reactants are: C(NC(C)C)(C)C.C([Li])CCC.CO[C:15](=[O:35])[CH:16]([N:23]([C:28]([O:30][C:31]([CH3:34])([CH3:33])[CH3:32])=[O:29])[CH2:24][CH2:25][C:26]#[N:27])[CH2:17][O:18][C:19]([CH3:22])([CH3:21])[CH3:20]. (6) Given the product [CH2:3]([C:4]([C:2]1[NH:10][C:5]2[C:4]([CH:3]=1)=[CH:9][CH:8]=[CH:7][CH:6]=2)=[CH:5][CH2:6][CH3:7])[CH3:2], predict the reactants needed to synthesize it. The reactants are: Br[C:2](Br)=[CH:3][C:4]1[CH:9]=[CH:8][CH:7]=[CH:6][C:5]=1[NH2:10].[O-]P([O-])([O-])=O.[K+].[K+].[K+].O. (7) Given the product [Cl:12][C:13]1[C:14]([F:23])=[C:15]([S:19]([NH:1][C:2]2[CH:3]=[CH:4][CH:5]=[C:6]3[C:11]=2[N:10]=[CH:9][CH:8]=[CH:7]3)(=[O:21])=[O:20])[CH:16]=[CH:17][CH:18]=1, predict the reactants needed to synthesize it. The reactants are: [NH2:1][C:2]1[CH:3]=[CH:4][CH:5]=[C:6]2[C:11]=1[N:10]=[CH:9][CH:8]=[CH:7]2.[Cl:12][C:13]1[C:14]([F:23])=[C:15]([S:19](Cl)(=[O:21])=[O:20])[CH:16]=[CH:17][CH:18]=1. (8) Given the product [F:26][C:25]([F:28])([F:27])[C:21]1[CH:20]=[C:19]([CH:24]=[CH:23][CH:22]=1)[C:18]([NH:17][C:13]1[CH:14]=[CH:15][CH:16]=[C:11]([C:10]2[N:5]3[N:4]=[CH:3][C:2]([C:35]#[C:34][Si:31]([CH3:33])([CH3:32])[CH3:30])=[C:6]3[N:7]=[CH:8][CH:9]=2)[CH:12]=1)=[O:29], predict the reactants needed to synthesize it. The reactants are: I[C:2]1[CH:3]=[N:4][N:5]2[C:10]([C:11]3[CH:12]=[C:13]([NH:17][C:18](=[O:29])[C:19]4[CH:24]=[CH:23][CH:22]=[C:21]([C:25]([F:28])([F:27])[F:26])[CH:20]=4)[CH:14]=[CH:15][CH:16]=3)=[CH:9][CH:8]=[N:7][C:6]=12.[CH3:30][Si:31]([C:34]#[CH:35])([CH3:33])[CH3:32]. (9) Given the product [C:1]([C:3]1[N:4]=[C:5]2[C:18](=[O:24])[C:17]3[CH:16]=[CH:15][CH:14]=[CH:13][C:12]=3[C:6]2=[N:7][C:8]=1[C:9]([NH2:11])=[O:10])#[N:2], predict the reactants needed to synthesize it. The reactants are: [C:1]([C:3]1[N:4]=[C:5]2[C:18](=NO)[C:17]3[CH:16]=[CH:15][CH:14]=[CH:13][C:12]=3[C:6]2=[N:7][C:8]=1[C:9]([NH2:11])=[O:10])#[N:2].FC(F)(F)C(OI(C1C=CC=CC=1)OC(=O)C(F)(F)F)=[O:24]. (10) Given the product [ClH:19].[CH2:1]([O:8][C:9]1[CH:18]=[C:17]2[C:12]([C:13]([NH:27][C:26]3[CH:28]=[CH:29][C:23]([Br:22])=[CH:24][C:25]=3[F:30])=[N:14][CH:15]=[N:16]2)=[CH:11][C:10]=1[O:20][CH3:21])[C:2]1[CH:7]=[CH:6][CH:5]=[CH:4][CH:3]=1, predict the reactants needed to synthesize it. The reactants are: [CH2:1]([O:8][C:9]1[CH:18]=[C:17]2[C:12]([C:13]([Cl:19])=[N:14][CH:15]=[N:16]2)=[CH:11][C:10]=1[O:20][CH3:21])[C:2]1[CH:7]=[CH:6][CH:5]=[CH:4][CH:3]=1.[Br:22][C:23]1[CH:29]=[CH:28][C:26]([NH2:27])=[C:25]([F:30])[CH:24]=1.